This data is from Reaction yield outcomes from USPTO patents with 853,638 reactions. The task is: Predict the reaction yield, written as a fraction of the theoretical maximum amount of product (1.0 means a 100% yield; for example, 0.34 means a 34% yield). (1) The reactants are Br.[Br:2][C:3]1[CH:4]=[C:5]([CH2:10]Br)[C:6]([NH2:9])=[N:7][CH:8]=1.Cl.[CH2:13]([O:15][C:16](=[O:19])[CH2:17][NH2:18])[CH3:14].C(N(CC)CC)C. The catalyst is CN(C=O)C.O. The product is [CH2:13]([O:15][C:16](=[O:19])[CH2:17][NH:18][CH2:10][C:5]1[C:6]([NH2:9])=[N:7][CH:8]=[C:3]([Br:2])[CH:4]=1)[CH3:14]. The yield is 0.570. (2) The reactants are [NH2:1][C:2]1[C:7]2[N:8]([CH3:12])[C:9](=[O:11])[NH:10][C:6]=2[CH:5]=[CH:4][CH:3]=1.[CH3:13][C:14](=O)[CH2:15][CH2:16][C:17](=O)[CH3:18].C(=O)([O-])O.[Na+]. The catalyst is C(O)(=O)C. The product is [CH3:18][C:17]1[N:1]([C:2]2[C:7]3[N:8]([CH3:12])[C:9](=[O:11])[NH:10][C:6]=3[CH:5]=[CH:4][CH:3]=2)[C:14]([CH3:13])=[CH:15][CH:16]=1. The yield is 0.680.